This data is from Full USPTO retrosynthesis dataset with 1.9M reactions from patents (1976-2016). The task is: Predict the reactants needed to synthesize the given product. (1) Given the product [NH2:7][C@H:8]1[CH2:12][CH2:11][CH2:10][C@H:9]1[O:13][C:16]1[N:17]=[CH:18][C:19]2[CH2:25][N:24]([C:26]3[C:27]([F:37])=[C:28]([O:35][CH3:36])[CH:29]=[C:30]([O:33][CH3:34])[C:31]=3[F:32])[C:23](=[O:38])[C:22]3([CH2:40][CH2:39]3)[C:20]=2[N:21]=1, predict the reactants needed to synthesize it. The reactants are: C(OC(=O)[NH:7][C@H:8]1[CH2:12][CH2:11][CH2:10][C@H:9]1[OH:13])(C)(C)C.Cl[C:16]1[N:17]=[CH:18][C:19]2[CH2:25][N:24]([C:26]3[C:31]([F:32])=[C:30]([O:33][CH3:34])[CH:29]=[C:28]([O:35][CH3:36])[C:27]=3[F:37])[C:23](=[O:38])[C:22]3([CH2:40][CH2:39]3)[C:20]=2[N:21]=1.[H-].[Na+]. (2) Given the product [CH3:1][O:2][C:3](=[O:26])[C@H:4]([NH:15][C:16]([O:18][CH2:19][C:20]1[CH:25]=[CH:24][CH:23]=[CH:22][CH:21]=1)=[O:17])[CH2:5][C:6]1[CH:7]=[C:8]2[C:12](=[CH:13][CH:14]=1)[NH:11][C:10](=[O:31])[CH2:9]2, predict the reactants needed to synthesize it. The reactants are: [CH3:1][O:2][C:3](=[O:26])[C@H:4]([NH:15][C:16]([O:18][CH2:19][C:20]1[CH:25]=[CH:24][CH:23]=[CH:22][CH:21]=1)=[O:17])[CH2:5][C:6]1[CH:7]=[C:8]2[C:12](=[CH:13][CH:14]=1)[NH:11][CH:10]=[CH:9]2.C([OH:31])(C)(C)C. (3) Given the product [NH2:1][C:2]1[N:7]=[CH:6][N:5]=[C:4]2[N:8]([C@@H:18]3[CH2:22][CH2:21][N:20]([C:23]([C:24](=[CH:31][CH:28]4[CH2:30][CH2:29]4)[C:25]#[N:26])=[O:27])[CH2:19]3)[N:9]=[C:10]([C:11]3[CH:16]=[CH:15][C:14]([Cl:17])=[CH:13][CH:12]=3)[C:3]=12, predict the reactants needed to synthesize it. The reactants are: [NH2:1][C:2]1[N:7]=[CH:6][N:5]=[C:4]2[N:8]([C@@H:18]3[CH2:22][CH2:21][N:20]([C:23](=[O:27])[CH2:24][C:25]#[N:26])[CH2:19]3)[N:9]=[C:10]([C:11]3[CH:16]=[CH:15][C:14]([Cl:17])=[CH:13][CH:12]=3)[C:3]=12.[CH:28]1([CH:31]=O)[CH2:30][CH2:29]1.C1CCN2C(=NCCC2)CC1. (4) Given the product [C:1]([N:4]1[C:13]2[C:8](=[CH:9][C:10]([C:32]3[S:31][C:30]([CH3:29])=[N:34][C:33]=3[CH3:35])=[CH:11][CH:12]=2)[C@H:7]([NH:15][C:16](=[O:21])[O:17][CH:18]([CH3:20])[CH3:19])[CH2:6][C@@H:5]1[CH3:22])(=[O:3])[CH3:2], predict the reactants needed to synthesize it. The reactants are: [C:1]([N:4]1[C:13]2[C:8](=[CH:9][C:10](Br)=[CH:11][CH:12]=2)[C@H:7]([NH:15][C:16](=[O:21])[O:17][CH:18]([CH3:20])[CH3:19])[CH2:6][C@@H:5]1[CH3:22])(=[O:3])[CH3:2].C(=O)([O-])[O-].[K+].[K+].[CH3:29][C:30]1[S:31][C:32](B2OC(C)(C)C(C)(C)O2)=[C:33]([CH3:35])[N:34]=1. (5) Given the product [CH3:1][S:2]([CH2:7][C:8]1[S:12][C:11]([C:13]([O:15][CH3:16])=[O:14])=[CH:10][CH:9]=1)(=[O:4])=[O:3], predict the reactants needed to synthesize it. The reactants are: [CH3:1][S:2]([O-:4])=[O:3].[Na+].Br[CH2:7][C:8]1[S:12][C:11]([C:13]([O:15][CH3:16])=[O:14])=[CH:10][CH:9]=1.C(O)C.O. (6) The reactants are: [C:1]1([CH2:7][N:8]2[CH2:17][CH2:16][C:15]3[C:14](O)=[N:13][C:12]([C:19]([F:22])([F:21])[F:20])=[N:11][C:10]=3[CH2:9]2)[CH:6]=[CH:5][CH:4]=[CH:3][CH:2]=1.C1(P(Cl)([Cl:31])=O)C=CC=CC=1.C(=O)(O)[O-].[Na+].C. Given the product [Cl:31][C:14]1[C:15]2[CH2:16][CH2:17][N:8]([CH2:7][C:1]3[CH:6]=[CH:5][CH:4]=[CH:3][CH:2]=3)[CH2:9][C:10]=2[N:11]=[C:12]([C:19]([F:22])([F:21])[F:20])[N:13]=1, predict the reactants needed to synthesize it. (7) Given the product [Cl:27][C:23]1[CH:22]=[C:21]([F:28])[C:20]([NH:19][C:13]2[C:12]3[C:17](=[CH:18][C:9]([OH:8])=[C:10]([O:29][CH3:30])[CH:11]=3)[N:16]=[CH:15][N:14]=2)=[C:25]([F:26])[CH:24]=1, predict the reactants needed to synthesize it. The reactants are: C([O:8][C:9]1[CH:18]=[C:17]2[C:12]([C:13]([NH:19][C:20]3[C:25]([F:26])=[CH:24][C:23]([Cl:27])=[CH:22][C:21]=3[F:28])=[N:14][CH:15]=[N:16]2)=[CH:11][C:10]=1[O:29][CH3:30])C1C=CC=CC=1.